This data is from Forward reaction prediction with 1.9M reactions from USPTO patents (1976-2016). The task is: Predict the product of the given reaction. (1) Given the reactants [H-].[Na+].N#N.[Cl:5][C:6]1[CH:11]=[CH:10][C:9]([OH:12])=[CH:8][N:7]=1.Cl[CH2:14][O:15][CH3:16], predict the reaction product. The product is: [Cl:5][C:6]1[CH:11]=[CH:10][C:9]([O:12][CH2:14][O:15][CH3:16])=[CH:8][N:7]=1. (2) Given the reactants [C:1]([O:5][C:6]([N:8]1[CH2:13][CH2:12][CH:11]([C:14]2[O:23][C:17]3=[CH:18][N:19]=[C:20](Cl)[CH:21]=[C:16]3[CH:15]=2)[CH2:10][CH2:9]1)=[O:7])([CH3:4])([CH3:3])[CH3:2].[CH3:24][S:25]([NH:28][C:29]1[CH:34]=[CH:33][C:32](B(O)O)=[CH:31][CH:30]=1)(=[O:27])=[O:26], predict the reaction product. The product is: [C:1]([O:5][C:6]([N:8]1[CH2:13][CH2:12][CH:11]([C:14]2[O:23][C:17]3=[CH:18][N:19]=[C:20]([C:32]4[CH:31]=[CH:30][C:29]([NH:28][S:25]([CH3:24])(=[O:26])=[O:27])=[CH:34][CH:33]=4)[CH:21]=[C:16]3[CH:15]=2)[CH2:10][CH2:9]1)=[O:7])([CH3:4])([CH3:3])[CH3:2]. (3) Given the reactants [CH:1]1([OH:9])[CH2:8][CH2:7][CH2:6][CH2:5][CH2:4][CH:3]=[CH:2]1.[CH2:10]([N:17]=[C:18]=[O:19])[C:11]1[CH:16]=[CH:15][CH:14]=[CH:13][CH:12]=1.C(N(CC)CC)C.[Al], predict the reaction product. The product is: [CH2:10]([NH:17][C:18](=[O:19])[O:9][CH:1]1[CH2:8][CH2:7][CH2:6][CH2:5][CH2:4][CH:3]=[CH:2]1)[C:11]1[CH:16]=[CH:15][CH:14]=[CH:13][CH:12]=1. (4) Given the reactants [NH:1]1[CH2:6][CH2:5][O:4][CH2:3][CH2:2]1.CCN(CC)CC.[Cl:14][CH2:15][C:16](Cl)=[O:17], predict the reaction product. The product is: [Cl:14][CH2:15][C:16]([N:1]1[CH2:6][CH2:5][O:4][CH2:3][CH2:2]1)=[O:17]. (5) Given the reactants [Cl:1][C:2]1[C:3]([O:12][C:13]2[CH:18]=[C:17]([O:19][CH2:20][CH2:21][O:22][CH3:23])[CH:16]=[CH:15][C:14]=2/[CH:24]=[C:25](\[CH3:29])/[C:26]([OH:28])=O)=[N:4][CH:5]=[C:6]([C:8]([F:11])([F:10])[F:9])[CH:7]=1.Cl.C(N=C=NCCCN(C)C)C.[F:42][C:43]([F:49])([F:48])[S:44]([NH2:47])(=[O:46])=[O:45].Cl, predict the reaction product. The product is: [Cl:1][C:2]1[C:3]([O:12][C:13]2[CH:18]=[C:17]([O:19][CH2:20][CH2:21][O:22][CH3:23])[CH:16]=[CH:15][C:14]=2/[CH:24]=[C:25](\[CH3:29])/[C:26]([NH:47][S:44]([C:43]([F:49])([F:48])[F:42])(=[O:46])=[O:45])=[O:28])=[N:4][CH:5]=[C:6]([C:8]([F:9])([F:11])[F:10])[CH:7]=1.